From a dataset of Forward reaction prediction with 1.9M reactions from USPTO patents (1976-2016). Predict the product of the given reaction. (1) Given the reactants C(OC([N:11]1[CH2:16][CH2:15][N:14]([C:17]([CH3:20])([CH3:19])[CH3:18])[C:13](=[O:21])[CH2:12]1)=O)C1C=CC=CC=1, predict the reaction product. The product is: [C:17]([N:14]1[CH2:15][CH2:16][NH:11][CH2:12][C:13]1=[O:21])([CH3:20])([CH3:18])[CH3:19]. (2) Given the reactants Br[C:2]1[C:3]([CH3:30])=[C:4]([C:11]([C:13]2[CH:14]=[C:15]3[C:20](=[CH:21][CH:22]=2)[NH:19][C:18](=[O:23])[N:17]([CH2:24][C:25]([O:27][CH3:28])=[O:26])[C:16]3=[O:29])=[O:12])[N:5]2[C:10]=1[CH:9]=[CH:8][CH:7]=[CH:6]2.[C:31]([O:35][C:36](=[O:54])[CH2:37][O:38][C:39]1[CH:44]=[CH:43][C:42](B2OC(C)(C)C(C)(C)O2)=[CH:41][CH:40]=1)([CH3:34])([CH3:33])[CH3:32].P([O-])([O-])([O-])=O.[K+].[K+].[K+], predict the reaction product. The product is: [CH3:28][O:27][C:25](=[O:26])[CH2:24][N:17]1[C:16](=[O:29])[C:15]2[C:20](=[CH:21][CH:22]=[C:13]([C:11]([C:4]3[N:5]4[C:10]([CH:9]=[CH:8][CH:7]=[CH:6]4)=[C:2]([C:42]4[CH:41]=[CH:40][C:39]([O:38][CH2:37][C:36]([O:35][C:31]([CH3:34])([CH3:33])[CH3:32])=[O:54])=[CH:44][CH:43]=4)[C:3]=3[CH3:30])=[O:12])[CH:14]=2)[NH:19][C:18]1=[O:23]. (3) Given the reactants [CH2:1]([O:3][C:4]([C:6]1[N:7]([C:19]2[CH:24]=[CH:23][C:22]([O:25][CH:26]([CH3:28])[CH3:27])=[CH:21][CH:20]=2)[C:8]2[C:13]([C:14]=1[Cl:15])=[CH:12][C:11](B(O)O)=[CH:10][CH:9]=2)=[O:5])[CH3:2].[F:29][C:30]([F:40])([F:39])[C:31]1[CH:32]=[C:33]([CH:36]=[CH:37][CH:38]=1)[CH2:34]Br.C1(P(C2C=CC=CC=2)C2C=CC=CC=2)C=CC=CC=1.[O-]P([O-])([O-])=O.[K+].[K+].[K+], predict the reaction product. The product is: [CH2:1]([O:3][C:4]([C:6]1[N:7]([C:19]2[CH:24]=[CH:23][C:22]([O:25][CH:26]([CH3:28])[CH3:27])=[CH:21][CH:20]=2)[C:8]2[C:13]([C:14]=1[Cl:15])=[CH:12][C:11]([CH2:34][C:33]1[CH:36]=[CH:37][CH:38]=[C:31]([C:30]([F:29])([F:39])[F:40])[CH:32]=1)=[CH:10][CH:9]=2)=[O:5])[CH3:2]. (4) The product is: [Cl:8][CH2:7][C:6]([CH3:10])([CH3:9])[C:5]([N:4]([C@H:12]1[C:20]2[C:15](=[CH:16][CH:17]=[CH:18][CH:19]=2)[CH2:14][CH2:13]1)[CH2:1]/[CH:2]=[CH:3]/[C:22]1[CH:23]=[C:24]2[CH2:39][C@@:29]3([C:37]4[C:32](=[N:33][CH:34]=[CH:35][CH:36]=4)[NH:31][C:30]3=[O:38])[CH2:28][C:25]2=[N:26][CH:27]=1)=[O:11]. Given the reactants [CH2:1]([N:4]([C@H:12]1[C:20]2[C:15](=[CH:16][CH:17]=[CH:18][CH:19]=2)[CH2:14][CH2:13]1)[C:5](=[O:11])[C:6]([CH3:10])([CH3:9])[CH2:7][Cl:8])[CH:2]=[CH2:3].I[C:22]1[CH:23]=[C:24]2[CH2:39][C@@:29]3([C:37]4[C:32](=[N:33][CH:34]=[CH:35][CH:36]=4)[NH:31][C:30]3=[O:38])[CH2:28][C:25]2=[N:26][CH:27]=1.C1(CNCC2CCCCC2)CCCCC1, predict the reaction product. (5) Given the reactants O.C([O-])=O.[Na+].C(O)(=O)C.[F:10][CH:11]([F:35])[O:12][C:13]1[CH:18]=[CH:17][CH:16]=[CH:15][C:14]=1[C:19]1[CH:31]=[CH:30][C:22]([C:23]([O:25][C:26]([CH3:29])([CH3:28])[CH3:27])=[O:24])=[C:21]([N+:32]([O-])=O)[CH:20]=1, predict the reaction product. The product is: [NH2:32][C:21]1[CH:20]=[C:19]([C:14]2[CH:15]=[CH:16][CH:17]=[CH:18][C:13]=2[O:12][CH:11]([F:10])[F:35])[CH:31]=[CH:30][C:22]=1[C:23]([O:25][C:26]([CH3:29])([CH3:28])[CH3:27])=[O:24]. (6) Given the reactants [NH2:1][C:2]1[CH:7]=[CH:6][C:5]([C:8]2[O:12][C:11]([C@H:13]([NH:24][C:25]3[C:26]([CH3:34])=[CH:27][C:28]([Cl:33])=[C:29]([CH:32]=3)[C:30]#[N:31])[C@@H:14]([O:16][Si:17]([C:20]([CH3:23])([CH3:22])[CH3:21])([CH3:19])[CH3:18])[CH3:15])=[N:10][N:9]=2)=[CH:4][CH:3]=1.[C:35](Cl)(=[O:37])[CH3:36], predict the reaction product. The product is: [Si:17]([O:16][C@@H:14]([CH3:15])[C@H:13]([C:11]1[O:12][C:8]([C:5]2[CH:4]=[CH:3][C:2]([NH:1][C:35](=[O:37])[CH3:36])=[CH:7][CH:6]=2)=[N:9][N:10]=1)[NH:24][C:25]1[CH:32]=[C:29]([C:30]#[N:31])[C:28]([Cl:33])=[CH:27][C:26]=1[CH3:34])([C:20]([CH3:23])([CH3:21])[CH3:22])([CH3:19])[CH3:18]. (7) Given the reactants [Cl:1][C:2]1[CH:7]=[CH:6][C:5](B(O)O)=[CH:4][C:3]=1[O:11][CH3:12].Br[CH:14]=[C:15]1[C:21]2[CH:22]=[CH:23][CH:24]=[C:25]([Cl:26])[C:20]=2[CH2:19][CH2:18][C:17]2[CH:27]=[CH:28][CH:29]=[CH:30][C:16]1=2, predict the reaction product. The product is: [Cl:26][C:25]1[C:20]2[CH2:19][CH2:18][C:17]3[CH:27]=[CH:28][CH:29]=[CH:30][C:16]=3[C:15](=[CH:14][C:5]3[CH:6]=[CH:7][C:2]([Cl:1])=[C:3]([O:11][CH3:12])[CH:4]=3)[C:21]=2[CH:22]=[CH:23][CH:24]=1. (8) Given the reactants Cl[C:2]1[CH:7]=[CH:6][CH:5]=[CH:4][C:3]=1[C:8]1[N:26]([CH2:27][C@H:28]2[CH2:33][CH2:32][CH2:31][N:30]([C:34]([O:36][C:37]([CH3:40])([CH3:39])[CH3:38])=[O:35])[CH2:29]2)[C:11]2[N:12]=[C:13]([NH:16][CH2:17][C:18]3[CH:23]=[CH:22][C:21]([F:24])=[C:20]([F:25])[CH:19]=3)[N:14]=[CH:15][C:10]=2[C:9]=1[CH3:41].ClC1N=CC2C(C)=C(C3C=CC=CC=3)N(C[C@@H]3CCCN(C(OC(C)(C)C)=O)C3)C=2N=1, predict the reaction product. The product is: [F:25][C:20]1[CH:19]=[C:18]([CH:23]=[CH:22][C:21]=1[F:24])[CH2:17][NH:16][C:13]1[N:14]=[CH:15][C:10]2[C:9]([CH3:41])=[C:8]([C:3]3[CH:4]=[CH:5][CH:6]=[CH:7][CH:2]=3)[N:26]([CH2:27][C@@H:28]3[CH2:33][CH2:32][CH2:31][N:30]([C:34]([O:36][C:37]([CH3:39])([CH3:40])[CH3:38])=[O:35])[CH2:29]3)[C:11]=2[N:12]=1. (9) Given the reactants [C:1]([O:5][C:6]([C@@:8]1([CH2:23][CH2:24][O:25][Si](C(C)(C)C)(C)C)[CH:12]([CH3:13])[C:11](=[O:14])[N:10]([C@@H:15]([C:17]2[CH:22]=[CH:21][CH:20]=[CH:19][CH:18]=2)[CH3:16])[CH2:9]1)=[O:7])([CH3:4])([CH3:3])[CH3:2].C(O)(=O)C.[F-].C([N+](CCCC)(CCCC)CCCC)CCC.C(OCC)(=O)C, predict the reaction product. The product is: [C:1]([O:5][C:6]([C@@:8]1([CH2:23][CH2:24][OH:25])[CH:12]([CH3:13])[C:11](=[O:14])[N:10]([C@@H:15]([C:17]2[CH:22]=[CH:21][CH:20]=[CH:19][CH:18]=2)[CH3:16])[CH2:9]1)=[O:7])([CH3:4])([CH3:2])[CH3:3]. (10) The product is: [CH3:24][C:25]1[CH:26]=[C:27]([CH:29]=[CH:30][C:31]=1[CH3:32])[NH:28][C:44]1[C:45]2[C:50](=[CH:49][CH:48]=[CH:47][CH:46]=2)[C:41]([CH2:40][C:37]2[CH:38]=[CH:39][N:34]=[CH:35][CH:36]=2)=[N:42][N:43]=1. Given the reactants O=P12OP3(OP(OP(O3)(O1)=O)(=O)O2)=O.Cl.C(N(CC)CC)C.Cl[CH2:24][C:25]1[CH:26]=[C:27]([CH:29]=[CH:30][C:31]=1[CH2:32]Cl)[NH2:28].[N:34]1[CH:39]=[CH:38][C:37]([CH2:40][C:41]2[C:50]3[C:45](=[CH:46][CH:47]=[CH:48][CH:49]=3)[C:44](=O)[NH:43][N:42]=2)=[CH:36][CH:35]=1.CN(C)C(=O)N(C)C.N, predict the reaction product.